From a dataset of NCI-60 drug combinations with 297,098 pairs across 59 cell lines. Regression. Given two drug SMILES strings and cell line genomic features, predict the synergy score measuring deviation from expected non-interaction effect. Drug 1: C1=NC2=C(N1)C(=S)N=C(N2)N. Drug 2: C1=NC2=C(N1)C(=S)N=CN2. Cell line: ACHN. Synergy scores: CSS=54.8, Synergy_ZIP=-3.59, Synergy_Bliss=-1.32, Synergy_Loewe=-0.513, Synergy_HSA=1.03.